This data is from Catalyst prediction with 721,799 reactions and 888 catalyst types from USPTO. The task is: Predict which catalyst facilitates the given reaction. Reactant: [N+:1]([C:4]1[CH:5]=[C:6]([N:10]2[C:14]3=[N:15][CH:16]=[N:17][C:18]([NH2:19])=[C:13]3[CH:12]=[N:11]2)[CH:7]=[CH:8][CH:9]=1)([O-])=O. Product: [NH2:1][C:4]1[CH:5]=[C:6]([N:10]2[C:14]3=[N:15][CH:16]=[N:17][C:18]([NH2:19])=[C:13]3[CH:12]=[N:11]2)[CH:7]=[CH:8][CH:9]=1. The catalyst class is: 63.